The task is: Predict which catalyst facilitates the given reaction.. This data is from Catalyst prediction with 721,799 reactions and 888 catalyst types from USPTO. Reactant: [C:1]([C:3]1[CH:8]=[CH:7][CH:6]=[CH:5][C:4]=1[C:9]1[C:10](=[O:28])[N:11]([CH2:21][CH:22]2[CH2:27][CH2:26][NH:25][CH2:24][CH2:23]2)[CH:12]=[C:13]([C:15]2[CH:20]=[CH:19][CH:18]=[CH:17][N:16]=2)[CH:14]=1)#[N:2].C(N(CC)CC)C.[C:36]1([S:42](Cl)(=[O:44])=[O:43])[CH:41]=[CH:40][CH:39]=[CH:38][CH:37]=1. Product: [C:36]1([S:42]([N:25]2[CH2:24][CH2:23][CH:22]([CH2:21][N:11]3[CH:12]=[C:13]([C:15]4[CH:20]=[CH:19][CH:18]=[CH:17][N:16]=4)[CH:14]=[C:9]([C:4]4[CH:5]=[CH:6][CH:7]=[CH:8][C:3]=4[C:1]#[N:2])[C:10]3=[O:28])[CH2:27][CH2:26]2)(=[O:44])=[O:43])[CH:41]=[CH:40][CH:39]=[CH:38][CH:37]=1. The catalyst class is: 22.